Task: Predict the product of the given reaction.. Dataset: Forward reaction prediction with 1.9M reactions from USPTO patents (1976-2016) (1) Given the reactants [CH2:1]([O:3][C:4](=[O:22])[C:5]([C:7]1[C:15]2[C:10](=[CH:11][CH:12]=[CH:13][CH:14]=2)[N:9]([CH3:16])[C:8]=1[C:17](OCC)=[O:18])=O)[CH3:2].O.[NH2:24][NH2:25], predict the reaction product. The product is: [CH3:16][N:9]1[C:10]2[CH:11]=[CH:12][CH:13]=[CH:14][C:15]=2[C:7]2[C:5]([C:4]([O:3][CH2:1][CH3:2])=[O:22])=[N:24][NH:25][C:17](=[O:18])[C:8]1=2. (2) Given the reactants [C:1]([C@H:3]1[CH2:7][NH:6][C@H:5]([C:8]([NH:10][C:11]2[CH:16]=[CH:15][C:14]([O:17][C:18]3[CH:23]=[CH:22][C:21]([F:24])=[CH:20][CH:19]=3)=[CH:13][CH:12]=2)=[O:9])[CH2:4]1)#[N:2].[N:25]1([CH2:30][C:31](O)=[O:32])[CH:29]=[N:28][CH:27]=[N:26]1.CCN(C(C)C)C(C)C.CN(C(ON1N=NC2C=CC=NC1=2)=[N+](C)C)C.F[P-](F)(F)(F)(F)F, predict the reaction product. The product is: [N:25]1([CH2:30][C:31]([N:6]2[CH2:7][C@H:3]([C:1]#[N:2])[CH2:4][C@H:5]2[C:8]([NH:10][C:11]2[CH:12]=[CH:13][C:14]([O:17][C:18]3[CH:19]=[CH:20][C:21]([F:24])=[CH:22][CH:23]=3)=[CH:15][CH:16]=2)=[O:9])=[O:32])[CH:29]=[N:28][CH:27]=[N:26]1. (3) Given the reactants Br[C:2]1[CH:15]=[C:14]2[C:5]([O:6][C:7]3[C:8]([F:24])=[CH:9][C:10](OC)=[CH:11][C:12]=3[C@@:13]32[CH2:20][CH2:19][O:18][C:17]([NH2:21])=[N:16]3)=[CH:4][CH:3]=1.[F:25][C:26]1[C:31](B(O)O)=[CH:30][CH:29]=[CH:28][N:27]=1.[O:35]1[CH2:40][CH2:39][CH:38]=[C:37](B2OC(C)(C)C(C)(C)O2)[CH2:36]1, predict the reaction product. The product is: [O:35]1[CH2:40][CH2:39][CH:38]=[C:37]([C:10]2[CH:9]=[C:8]([F:24])[C:7]3[O:6][C:5]4[C:14](=[CH:15][C:2]([C:31]5[C:26]([F:25])=[N:27][CH:28]=[CH:29][CH:30]=5)=[CH:3][CH:4]=4)[C@@:13]4([CH2:20][CH2:19][O:18][C:17]([NH2:21])=[N:16]4)[C:12]=3[CH:11]=2)[CH2:36]1. (4) Given the reactants [CH3:1][NH:2][C@@H:3]([C:12]([NH:14][C@H:15]([C:20]([N:22]([C@@H:24]([CH:33]([CH3:35])[CH3:34])/[CH:25]=[C:26](\[CH3:32])/[C:27]([O:29]CC)=[O:28])[CH3:23])=[O:21])[C:16]([CH3:19])([CH3:18])[CH3:17])=[O:13])[C:4]([C:7]1[CH:11]=[CH:10][S:9][CH:8]=1)([CH3:6])[CH3:5].[OH-].[Li+], predict the reaction product. The product is: [CH3:1][NH:2][C@@H:3]([C:12]([NH:14][C@H:15]([C:20]([N:22]([C@@H:24]([CH:33]([CH3:35])[CH3:34])/[CH:25]=[C:26](/[C:27]([OH:29])=[O:28])\[CH3:32])[CH3:23])=[O:21])[C:16]([CH3:19])([CH3:18])[CH3:17])=[O:13])[C:4]([C:7]1[CH:11]=[CH:10][S:9][CH:8]=1)([CH3:5])[CH3:6].